From a dataset of Forward reaction prediction with 1.9M reactions from USPTO patents (1976-2016). Predict the product of the given reaction. (1) Given the reactants [CH2:1]1[CH2:12][CH2:11][CH2:10][CH2:9][CH2:8][CH2:7][CH2:6][CH2:5][CH2:4][CH2:3][CH2:2]1.C([O:17]N=O)(C)(C)C.ON1C(=O)C2=CC=CC=C2C1=O.C1(=NO)CCCCCCCCCCC1.N(C1CCCCCCCCCCC1)=O.[N+](C1CCCCCCCCCCC1)([O-])=O, predict the reaction product. The product is: [C:1]1(=[O:17])[CH2:12][CH2:11][CH2:10][CH2:9][CH2:8][CH2:7][CH2:6][CH2:5][CH2:4][CH2:3][CH2:2]1. (2) Given the reactants [Cl:1][C:2]1[CH:3]=[C:4]2[N:25](COCC[Si](C)(C)C)[C:24]([O:34][C@H:35]3[C@H:39]4[O:40][CH2:41][C@@H:42]([OH:43])[C@H:38]4[O:37][CH2:36]3)=[N:23][C:5]2=[N:6][C:7]=1[C:8]1[CH:13]=[CH:12][C:11](B2OC(C)(C)C(C)(C)O2)=[CH:10][CH:9]=1.Br[C:45]1[CH:50]=[C:49]([O:51][CH3:52])[CH:48]=[C:47]([F:53])[CH:46]=1.N#N.P([O-])([O-])([O-])=O.[K+].[K+].[K+], predict the reaction product. The product is: [Cl:1][C:2]1[CH:3]=[C:4]2[NH:25][C:24]([O:34][C@H:35]3[C@H:39]4[O:40][CH2:41][C@@H:42]([OH:43])[C@H:38]4[O:37][CH2:36]3)=[N:23][C:5]2=[N:6][C:7]=1[C:8]1[CH:13]=[CH:12][C:11]([C:45]2[CH:50]=[C:49]([O:51][CH3:52])[CH:48]=[C:47]([F:53])[CH:46]=2)=[CH:10][CH:9]=1.